This data is from Reaction yield outcomes from USPTO patents with 853,638 reactions. The task is: Predict the reaction yield, written as a fraction of the theoretical maximum amount of product (1.0 means a 100% yield; for example, 0.34 means a 34% yield). (1) The reactants are C[O:2][C:3](=O)[CH2:4][N:5]1[CH2:10][CH2:9][O:8][CH2:7][CH2:6]1.O.[NH2:13][NH2:14]. The catalyst is C(O)CCC. The product is [N:5]1([CH2:4][C:3]([NH:13][NH2:14])=[O:2])[CH2:10][CH2:9][O:8][CH2:7][CH2:6]1. The yield is 0.680. (2) The reactants are [CH:1]1[C:9]2[C:8]3[CH:10]=[CH:11][CH:12]=[CH:13][C:7]=3[S:6][C:5]=2[CH:4]=[CH:3][CH:2]=1.C([Li])(C)(C)C.C([Mg]Br)C.[O:23]=O. The catalyst is C1COCC1. The product is [CH:1]1[C:9]2[C:8]3[CH:10]=[CH:11][CH:12]=[CH:13][C:7]=3[S:6][C:5]=2[C:4]([OH:23])=[CH:3][CH:2]=1. The yield is 0.960. (3) The product is [O:11]1[CH:12]=[CH:13][C:9]([N:8]([CH2:7][C:6]2[CH:5]=[CH:4][C:3]([O:2][CH3:1])=[CH:15][CH:14]=2)[S:37]([C:33]2[CH:32]=[C:31]3[C:36]([C:27](=[O:26])[NH:28][CH:29]=[N:30]3)=[CH:35][CH:34]=2)(=[O:39])=[O:38])=[N:10]1. The reactants are [CH3:1][O:2][C:3]1[CH:15]=[CH:14][C:6]([CH2:7][NH:8][C:9]2[CH:13]=[CH:12][O:11][N:10]=2)=[CH:5][CH:4]=1.C[Si]([N-][Si](C)(C)C)(C)C.[Li+].[O:26]=[C:27]1[C:36]2[C:31](=[CH:32][C:33]([S:37](OC3C(F)=C(F)C(F)=C(F)C=3F)(=[O:39])=[O:38])=[CH:34][CH:35]=2)[N:30]=[CH:29][NH:28]1. The catalyst is C1COCC1. The yield is 0.900. (4) The product is [CH2:1]([C:4]1[C:12]([OH:13])=[CH:11][CH:10]=[C:9]2[C:5]=1[CH:6]=[CH:7][NH:8]2)[CH2:2][CH3:3]. The catalyst is CCO.[OH-].[Pd+2].[OH-]. The yield is 0.750. The reactants are [CH2:1]([C:4]1[C:12]([OH:13])=[CH:11][CH:10]=[C:9]2[C:5]=1[CH:6]=[CH:7][NH:8]2)[CH:2]=[CH2:3].C([O-])=O.[NH4+]. (5) The reactants are [CH3:1][O:2][C:3]([C:5]1[C:6]2[CH:7]=[CH:8][CH:9]=[N:10][C:11]=2[C:12]([O:27]C(C2C=CC=CC=2)C2C=CC=CC=2)=[C:13]2[C:17](=[O:18])[N:16]([CH2:19][C:20]3[CH:25]=[CH:24][C:23]([F:26])=[CH:22][CH:21]=3)[CH2:15][C:14]=12)=[O:4].C(O)(C(F)(F)F)=O.C([SiH](CC)CC)C. The catalyst is ClCCl. The product is [CH3:1][O:2][C:3]([C:5]1[C:6]2[CH:7]=[CH:8][CH:9]=[N:10][C:11]=2[C:12]([OH:27])=[C:13]2[C:17](=[O:18])[N:16]([CH2:19][C:20]3[CH:21]=[CH:22][C:23]([F:26])=[CH:24][CH:25]=3)[CH2:15][C:14]=12)=[O:4]. The yield is 1.00. (6) The catalyst is C1C=CC(/C=C/C(/C=C/C2C=CC=CC=2)=O)=CC=1.C1C=CC(/C=C/C(/C=C/C2C=CC=CC=2)=O)=CC=1.C1C=CC(/C=C/C(/C=C/C2C=CC=CC=2)=O)=CC=1.[Pd].[Pd]. The product is [F:18][C:17]1[CH:16]=[CH:15][CH:14]=[C:13]([F:19])[C:12]=1[N:6]1[C:7](=[O:11])[CH:8]=[CH:9][C:10]2[C:2]([NH:1][C:35]3[CH:40]=[CH:39][C:38]([F:41])=[C:37]([CH3:42])[N:36]=3)=[C:3]([C:20]([N:22]3[CH2:26][CH2:25][C@@H:24]([O:27][CH:28]4[CH2:33][CH2:32][CH2:31][CH2:30][O:29]4)[CH2:23]3)=[O:21])[S:4][C:5]1=2. The reactants are [NH2:1][C:2]1[C:10]2[CH:9]=[CH:8][C:7](=[O:11])[N:6]([C:12]3[C:17]([F:18])=[CH:16][CH:15]=[CH:14][C:13]=3[F:19])[C:5]=2[S:4][C:3]=1[C:20]([N:22]1[CH2:26][CH2:25][C@@H:24]([O:27][CH:28]2[CH2:33][CH2:32][CH2:31][CH2:30][O:29]2)[CH2:23]1)=[O:21].Br[C:35]1[CH:40]=[CH:39][C:38]([F:41])=[C:37]([CH3:42])[N:36]=1.CC1(C)C2C(=C(P(C3C=CC=CC=3)C3C=CC=CC=3)C=CC=2)OC2C(P(C3C=CC=CC=3)C3C=CC=CC=3)=CC=CC1=2.[O-]P([O-])([O-])=O.[K+].[K+].[K+]. The yield is 0.950. (7) The reactants are [CH2:1]1[C:7]2[CH:8]=[CH:9][CH:10]=[CH:11][C:6]=2[CH2:5][CH2:4][CH2:3][N:2]1[C:12]1[CH:21]=[C:20]([CH2:22][CH2:23][C:24]([O:26]C)=[O:25])[C:19]2[C:14](=[CH:15][CH:16]=[CH:17][CH:18]=2)[N:13]=1.[OH-].[Na+].Cl. The catalyst is CO. The product is [CH2:1]1[C:7]2[CH:8]=[CH:9][CH:10]=[CH:11][C:6]=2[CH2:5][CH2:4][CH2:3][N:2]1[C:12]1[CH:21]=[C:20]([CH2:22][CH2:23][C:24]([OH:26])=[O:25])[C:19]2[C:14](=[CH:15][CH:16]=[CH:17][CH:18]=2)[N:13]=1. The yield is 0.820.